Dataset: Experimentally validated miRNA-target interactions with 360,000+ pairs, plus equal number of negative samples. Task: Binary Classification. Given a miRNA mature sequence and a target amino acid sequence, predict their likelihood of interaction. The miRNA is mmu-miR-743b-5p with sequence UGUUCAGACUGGUGUCCAUCA. The protein sequence of the target gene is MATPSAAFEALMNGVTSWDVPEDAVPCELLLIGEASFPVMVNDMGQVLIAASSYGRGRLVVVSHEDYLVEAQLTPFLLNAVGWLCSSPGAPIGVHPSLAPLAKILEGSGVDAKVEPEVKDSLGVYCIDAYNETMTEKLVKFMKCGGGLLIGGQAWDWANQGEDERVLFTFPGNLVTSVAGIYFTDNKGDTSFFKVSKKMPKIPVLVSCEDDLSDDREELLHGISELDISNSDCFPSQLLVHGALAFPLGLDSYHGCVIAAARYGRGRVVVTGHKVLFTVGKLGPFLLNAVRWLDGGRRGK.... Result: 0 (no interaction).